This data is from NCI-60 drug combinations with 297,098 pairs across 59 cell lines. The task is: Regression. Given two drug SMILES strings and cell line genomic features, predict the synergy score measuring deviation from expected non-interaction effect. (1) Drug 1: C1=CC(=CC=C1CC(C(=O)O)N)N(CCCl)CCCl.Cl. Drug 2: CS(=O)(=O)CCNCC1=CC=C(O1)C2=CC3=C(C=C2)N=CN=C3NC4=CC(=C(C=C4)OCC5=CC(=CC=C5)F)Cl. Cell line: ACHN. Synergy scores: CSS=44.1, Synergy_ZIP=-2.23, Synergy_Bliss=1.88, Synergy_Loewe=-1.24, Synergy_HSA=2.63. (2) Drug 1: C1C(C(OC1N2C=NC3=C(N=C(N=C32)Cl)N)CO)O. Drug 2: C1=NC2=C(N1)C(=S)N=CN2. Cell line: MDA-MB-231. Synergy scores: CSS=54.9, Synergy_ZIP=-6.91, Synergy_Bliss=-8.74, Synergy_Loewe=-10.4, Synergy_HSA=-5.29. (3) Drug 1: CC1OCC2C(O1)C(C(C(O2)OC3C4COC(=O)C4C(C5=CC6=C(C=C35)OCO6)C7=CC(=C(C(=C7)OC)O)OC)O)O. Drug 2: CC1=CC2C(CCC3(C2CCC3(C(=O)C)OC(=O)C)C)C4(C1=CC(=O)CC4)C. Cell line: HOP-92. Synergy scores: CSS=30.1, Synergy_ZIP=5.44, Synergy_Bliss=3.80, Synergy_Loewe=-28.7, Synergy_HSA=-2.76.